Dataset: NCI-60 drug combinations with 297,098 pairs across 59 cell lines. Task: Regression. Given two drug SMILES strings and cell line genomic features, predict the synergy score measuring deviation from expected non-interaction effect. Drug 1: C1=C(C(=O)NC(=O)N1)N(CCCl)CCCl. Drug 2: C1CCC(C(C1)N)N.C(=O)(C(=O)[O-])[O-].[Pt+4]. Cell line: HOP-62. Synergy scores: CSS=20.6, Synergy_ZIP=-1.40, Synergy_Bliss=-2.87, Synergy_Loewe=-7.35, Synergy_HSA=-3.03.